Dataset: Reaction yield outcomes from USPTO patents with 853,638 reactions. Task: Predict the reaction yield, written as a fraction of the theoretical maximum amount of product (1.0 means a 100% yield; for example, 0.34 means a 34% yield). (1) The reactants are [CH:1]1([O:7][C:8](=[O:29])[CH2:9][CH2:10][C@@H:11]([CH2:27][OH:28])[CH2:12][C@H:13]2[CH2:17][O:16][C:15]([CH3:19])([CH3:18])[N:14]2[C:20]([O:22][C:23]([CH3:26])([CH3:25])[CH3:24])=[O:21])[CH2:6][CH2:5][CH2:4][CH2:3][CH2:2]1.[S:30](Cl)([C:33]1[CH:39]=[CH:38][C:36]([CH3:37])=[CH:35][CH:34]=1)(=[O:32])=[O:31]. The catalyst is CN(C1C=CN=CC=1)C.N1C=CC=CC=1. The product is [CH:1]1([O:7][C:8](=[O:29])[CH2:9][CH2:10][C@@H:11]([CH2:27][O:28][S:30]([C:33]2[CH:39]=[CH:38][C:36]([CH3:37])=[CH:35][CH:34]=2)(=[O:32])=[O:31])[CH2:12][C@H:13]2[CH2:17][O:16][C:15]([CH3:18])([CH3:19])[N:14]2[C:20]([O:22][C:23]([CH3:24])([CH3:26])[CH3:25])=[O:21])[CH2:2][CH2:3][CH2:4][CH2:5][CH2:6]1. The yield is 0.980. (2) The reactants are [CH3:1][NH:2][C@H:3]1[CH2:8][CH2:7][C@H:6]([OH:9])[CH2:5][CH2:4]1.C(N(CC)C(C)C)(C)C.[F:19][C:20]([F:32])([F:31])[C:21]1[CH:26]=[CH:25][C:24]([S:27](Cl)(=[O:29])=[O:28])=[CH:23][CH:22]=1. The catalyst is C(Cl)Cl. The product is [OH:9][C@H:6]1[CH2:7][CH2:8][C@H:3]([N:2]([CH3:1])[S:27]([C:24]2[CH:23]=[CH:22][C:21]([C:20]([F:19])([F:31])[F:32])=[CH:26][CH:25]=2)(=[O:29])=[O:28])[CH2:4][CH2:5]1. The yield is 0.770. (3) The reactants are [CH3:1][N:2]1[CH2:7][CH2:6][N:5]([C:8]2[CH:13]=[CH:12][C:11]([N+:14]([O-:16])=[O:15])=[CH:10][CH:9]=2)[CH2:4][CH2:3]1.Cl[CH2:18][S:19]([C:22]1[C:31]2[C:26](=[CH:27][CH:28]=[CH:29][CH:30]=2)[CH:25]=[CH:24][CH:23]=1)(=[O:21])=[O:20].CC([O-])(C)C.[K+]. The catalyst is C1COCC1. The product is [CH3:1][N:2]1[CH2:7][CH2:6][N:5]([C:8]2[CH:9]=[CH:10][C:11]([N+:14]([O-:16])=[O:15])=[C:12]([CH2:18][S:19]([C:22]3[C:31]4[C:26](=[CH:27][CH:28]=[CH:29][CH:30]=4)[CH:25]=[CH:24][CH:23]=3)(=[O:20])=[O:21])[CH:13]=2)[CH2:4][CH2:3]1. The yield is 0.870. (4) The reactants are Br[C:2]1[S:3][CH:4]=[CH:5][C:6]=1[NH:7][C:8](=O)OC(C)(C)C.C([C:17]1[CH:22]=[CH:21][CH:20]=[CH:19][C:18]=1B(O)O)=O.C(=O)(O)[O-].[Na+].Cl.[OH-].[Na+]. The catalyst is C(COC)OC.C(Cl)Cl.C1C=CC(P(C2C=CC=CC=2)[C-]2C=CC=C2)=CC=1.C1C=CC(P(C2C=CC=CC=2)[C-]2C=CC=C2)=CC=1.Cl[Pd]Cl.[Fe+2]. The product is [S:3]1[C:2]2[C:22]3[CH:21]=[CH:20][CH:19]=[CH:18][C:17]=3[CH:8]=[N:7][C:6]=2[CH:5]=[CH:4]1. The yield is 0.830. (5) The reactants are [CH2:1]1[C:5]2=[C:6]([CH:13]=O)[C:7]3[CH:8]=[CH:9][CH:10]=[CH:11][C:12]=3[N:4]2[CH2:3][CH2:2]1.[CH3:15][N:16]1C2C(=CC=CC=2)C(C)=C1C=O. No catalyst specified. The product is [CH3:15][NH:16][CH2:13][C:6]1[C:7]2[CH:8]=[CH:9][CH:10]=[CH:11][C:12]=2[N:4]2[CH2:3][CH2:2][CH2:1][C:5]=12. The yield is 0.540. (6) The reactants are [F:1][C:2]1[C:7]([OH:8])=[CH:6][CH:5]=[C:4]([F:9])[C:3]=1[NH:10][C:11](=O)[C:12]1[CH:17]=[C:16]([O:18][CH3:19])[CH:15]=[C:14]([C:20]2[CH:25]=[CH:24][CH:23]=[C:22]([F:26])[CH:21]=2)[C:13]=1[F:27]. The catalyst is C1COCC1. The product is [F:1][C:2]1[C:3]([NH:10][CH2:11][C:12]2[CH:17]=[C:16]([O:18][CH3:19])[CH:15]=[C:14]([C:20]3[CH:25]=[CH:24][CH:23]=[C:22]([F:26])[CH:21]=3)[C:13]=2[F:27])=[C:4]([F:9])[CH:5]=[CH:6][C:7]=1[OH:8]. The yield is 0.620. (7) The reactants are OS([O-])=O.[Na+].[CH:6](=O)[C:7]1[CH:12]=[CH:11][CH:10]=[CH:9][CH:8]=1.[NH2:14][C:15]1[CH:16]=[C:17]([CH:22]=[CH:23][C:24]=1[NH2:25])[C:18]([O:20][CH3:21])=[O:19].O. The catalyst is C(O)C. The product is [C:7]1([C:6]2[NH:25][C:24]3[CH:23]=[CH:22][C:17]([C:18]([O:20][CH3:21])=[O:19])=[CH:16][C:15]=3[N:14]=2)[CH:12]=[CH:11][CH:10]=[CH:9][CH:8]=1. The yield is 0.970. (8) The reactants are [CH3:1][O:2][C:3]1[CH:4]=[C:5]2[C:10](=[CH:11][C:12]=1[O:13][CH3:14])[N:9]=[CH:8][N:7]=[C:6]2[O:15][C:16]1[CH:17]=[C:18]([CH:20]=[CH:21][CH:22]=1)[NH2:19].[C:23]([C:27]1[CH:31]=[C:30]([NH:32][C:33](=O)[O:34]C2C=CC=CC=2)[N:29]([C:42]2[CH:47]=[CH:46][C:45]([CH3:48])=[CH:44][C:43]=2[CH3:49])[N:28]=1)([CH3:26])([CH3:25])[CH3:24]. No catalyst specified. The product is [C:23]([C:27]1[CH:31]=[C:30]([NH:32][C:33]([NH:19][C:18]2[CH:20]=[CH:21][CH:22]=[C:16]([O:15][C:6]3[C:5]4[C:10](=[CH:11][C:12]([O:13][CH3:14])=[C:3]([O:2][CH3:1])[CH:4]=4)[N:9]=[CH:8][N:7]=3)[CH:17]=2)=[O:34])[N:29]([C:42]2[CH:47]=[CH:46][C:45]([CH3:48])=[CH:44][C:43]=2[CH3:49])[N:28]=1)([CH3:26])([CH3:25])[CH3:24]. The yield is 0.830.